Regression. Given a target protein amino acid sequence and a drug SMILES string, predict the binding affinity score between them. We predict pIC50 (pIC50 = -log10(IC50 in M); higher means more potent). Dataset: bindingdb_ic50. From a dataset of Drug-target binding data from BindingDB using IC50 measurements. (1) The drug is C[C@H](c1cccc2ccccc12)N1CCC(C(=O)NCc2ccc3c(c2)OCO3)CC1. The target protein (P0C6U6) has sequence MFYNQVTLAVASDSEISGFGFAIPSVAVRTYSEAAAQGFQACRFVAFGLQDCVTGINDDDYVIALTGTNQLCAKILPFSDRPLNLRGWLIFSNSNYVLQDFDVVFGHGAGSVVFVDKYMCGFDGKPVLPKNMWEFRDYFNNNTDSIVIGGVTYQLAWDVIRKDLSYEQQNVLAIESIHYLGTTGHTLKSGCKLTNAKPPKYSSKVVLSGEWNAVYRAFGSPFITNGMSLLDIIVKPVFFNAFVKCNCGSESWSVGAWDGYLSSCCGTPAKKLCVVPGNVVPGDVIITSTSAGCGVKYYAGLVVKHITNITGVSLWRVTAVHSDGMFVASSSYDALLHRNSLDPFCFDVNTLLSNQLRLAFLGASVTEDVKFAASTGVIDISAGMFGLYDDILTNNKPWFVRKASGLFDAIWDAFVAAIKLVPTTTGVLVRFVKSIASTVLTVSNGVIIMCADVPDAFQSVYRTFTQAICAAFDFSLDVFKIGDVKFKRLGDYVLTENALV.... The pIC50 is 4.7. (2) The drug is O=C(CCc1ccc(-c2ccccc2)cc1)OCC1CO1. The target protein (Q8R431) has sequence MPEASSPRRTPQNVPYQDLPHLVNADGQYLFCRYWKPSGTPKALIFVSHGAGEHCGRYDELAQMLKRLDMLVFAHDHVGHGQSEGERMVVSDFQVFVRDLLQHVNTVQKDYPEVPVFLLGHSMGGAISILAAAERPTHFSGMILISPLILANPESASTLKVLAAKLLNFVLPNISLGRIDSSVLSRNKSEVDLYNSDPLICHAGVKVCFGIQLLNAVSRVERAMPRLTLPFLLLQGSADRLCDSKGAYLLMESSPSQDKTLKMYEGAYHVLHKELPEVTNSVLHEINTWVSHRIAVAGARCLP. The pIC50 is 6.1. (3) The compound is NCC(CC(=O)O)Cc1ccccc1. The target protein sequence is MAAGCLLALTLTLFQSLLIGPSSQEPFPSAVTIKSWVDKMQEDLVTLAKTASGVNQLVDIYEKYQDLYTVEPNNARQLVEIAARDIEKLLSNRSKALVRLALEAEKVQAAHQWREDFASNEVVYYNAKDDLDPEKNDSEPGSQRIKPVFIDDANFGRQISYQHAAVHIPTDIYEGSTIVLNELNWTSALDEVFKKNREEDPSLLWQVFGSATGLARYYPASPWVDNSRTPNKIDLYDVRRRPWYIQGAASPKDMLILVDVSGSVSGLTLKLIRTSVSEMLETLSDDDFVNVASFNSNAQDVSCFQHLVQANVRNKKVLKDAVNNITAKGITDYKKGFSFAFEQLLNYNVSRANCNKIIMLFTDGGEERAQEIFAKYNKDKKVRVFTFSVGQHNYDRGPIQWMACENKGYYYEIPSIGAIRINTQEYLDVLGRPMVLAGDKAKQVQWTNVYLDALELGLVITGTLPVFNITGQNENKTNLKNQLILGVMGVDVSLEDIKRL.... The pIC50 is 2.0. (4) The drug is N#Cc1c(N2CCN(C(=O)c3ccccc3)CC2)nc(-c2ccccc2)c2c1CCCC2. The target protein (P51684) has sequence MSGESMNFSDVFDSSEDYFVSVNTSYYSVDSEMLLCSLQEVRQFSRLFVPIAYSLICVFGLLGNILVVITFAFYKKARSMTDVYLLNMAIADILFVLTLPFWAVSHATGAWVFSNATCKLLKGIYAINFNCGMLLLTCISMDRYIAIVQATKSFRLRSRTLPRSKIICLVVWGLSVIISSSTFVFNQKYNTQGSDVCEPKYQTVSEPIRWKLLMLGLELLFGFFIPLMFMIFCYTFIVKTLVQAQNSKRHKAIRVIIAVVLVFLACQIPHNMVLLVTAANLGKMNRSCQSEKLIGYTKTVTEVLAFLHCCLNPVLYAFIGQKFRNYFLKILKDLWCVRRKYKSSGFSCAGRYSENISRQTSETADNDNASSFTM. The pIC50 is 4.2.